This data is from Reaction yield outcomes from USPTO patents with 853,638 reactions. The task is: Predict the reaction yield, written as a fraction of the theoretical maximum amount of product (1.0 means a 100% yield; for example, 0.34 means a 34% yield). (1) The reactants are [BH4-].[Li+].CO.[H][H].C([O:9][C:10](=O)[C:11]([CH3:30])([CH3:29])[CH2:12][CH2:13][CH2:14][CH2:15][C:16](=[O:28])[CH2:17][CH2:18][CH2:19][CH2:20][CH2:21][C:22]([CH3:27])([CH3:26])[C:23](O)=[O:24])C.Cl.[Cl-].[NH4+]. The catalyst is ClCCl. The product is [CH3:29][C:11]([CH3:30])([CH2:12][CH2:13][CH2:14][CH2:15][CH:16]([OH:28])[CH2:17][CH2:18][CH2:19][CH2:20][CH2:21][C:22]([CH3:27])([CH3:26])[CH2:23][OH:24])[CH2:10][OH:9]. The yield is 0.650. (2) The reactants are [Cl:1][C:2]1[CH:7]=[C:6]([S:8][C:9]2[CH:14]=[CH:13][C:12]([F:15])=[CH:11][CH:10]=2)[CH:5]=[CH:4][C:3]=1/[CH:16]=[CH:17]/[C:18]([OH:20])=O.C1C=CC2N(O)N=NC=2C=1.O.CN1CCOCC1.[O:39]1[CH:43]=[CH:42][C:41]([C:44]([N:46]2[CH2:51][CH2:50][NH:49][CH2:48][CH2:47]2)=[O:45])=[CH:40]1.CCN=C=NCCCN(C)C. The catalyst is CN(C=O)C.C(Cl)Cl. The product is [Cl:1][C:2]1[CH:7]=[C:6]([S:8][C:9]2[CH:10]=[CH:11][C:12]([F:15])=[CH:13][CH:14]=2)[CH:5]=[CH:4][C:3]=1/[CH:16]=[CH:17]/[C:18]([N:49]1[CH2:50][CH2:51][N:46]([C:44]([C:41]2[CH:42]=[CH:43][O:39][CH:40]=2)=[O:45])[CH2:47][CH2:48]1)=[O:20]. The yield is 0.420.